From a dataset of Full USPTO retrosynthesis dataset with 1.9M reactions from patents (1976-2016). Predict the reactants needed to synthesize the given product. (1) Given the product [O:1]1[CH2:2][CH2:3][N:4]([CH2:7][CH2:8][NH:9][C:10]2[C:15]([F:16])=[CH:14][CH:13]=[CH:12][C:11]=2[CH:17]2[N:21]([CH2:22][CH2:23][C:24]([CH3:25])([CH3:27])[CH3:26])[C:20](=[O:28])[C@H:19]([CH2:29][C:30]([N:9]3[CH2:52][CH2:50][CH:12]([N:43]4[CH2:41][CH2:40][C:39]5[CH:38]=[CH:37][CH:42]=[CH:33][C:34]=5[NH:21][C:20]4=[O:28])[CH2:11][CH2:10]3)=[O:32])[S:18]2)[CH2:5][CH2:6]1, predict the reactants needed to synthesize it. The reactants are: [O:1]1[CH2:6][CH2:5][N:4]([CH2:7][CH2:8][NH:9][C:10]2[C:15]([F:16])=[CH:14][CH:13]=[CH:12][C:11]=2[CH:17]2[N:21]([CH2:22][CH2:23][C:24]([CH3:27])([CH3:26])[CH3:25])[C:20](=[O:28])[CH:19]([CH2:29][C:30]([OH:32])=O)[S:18]2)[CH2:3][CH2:2]1.[CH2:33](Cl)[CH2:34]Cl.[CH:37]1[CH:38]=[CH:39][C:40]2N(O)N=[N:43][C:41]=2[CH:42]=1.CCO[C:50]([CH3:52])=O. (2) Given the product [CH3:1][O:2][C:3](=[O:4])[NH:5][C:6]1[CH:11]=[CH:10][C:9]([NH:12][CH2:13][C@H:14]2[CH2:19][CH2:18][CH2:17][CH2:16][N:15]2[CH3:20])=[C:8]([N+:27]([O-:29])=[O:28])[CH:7]=1, predict the reactants needed to synthesize it. The reactants are: [CH3:1][O:2][C:3]([NH:5][C:6]1[CH:11]=[CH:10][C:9]([NH:12][CH2:13][C@H:14]2[CH2:19][CH2:18][CH2:17][CH2:16][N:15]2[C:20](OC(C)(C)C)=O)=[C:8]([N+:27]([O-:29])=[O:28])[CH:7]=1)=[O:4].Cl.CC(O)=O.C=O.O.[BH-](OC(C)=O)(OC(C)=O)OC(C)=O.[Na+]. (3) Given the product [CH:12]1[C:7]2[C:6]3[CH:1]=[CH:2][C:3]4[C:21]([O:20][C:18](=[O:19])[C:10](=[C:9]([C:16](=[O:17])[O:15][C:13](=[O:14])[C:4]=4[CH:5]=3)[CH:8]=2)[CH:11]=1)=[O:22], predict the reactants needed to synthesize it. The reactants are: [CH:1]1[C:6]([C:7]2[CH:12]=[CH:11][C:10]3[C:13]([O:15][C:16](=[O:17])[C:9]=3[CH:8]=2)=[O:14])=[CH:5][C:4]2[C:18]([O:20][C:21](=[O:22])[C:3]=2[CH:2]=1)=[O:19].C1(C2C=CC(C(O)=O)=C(C(O)=O)C=2)C=CC(C(O)=O)=C(C(O)=O)C=1. (4) Given the product [Cl:1][C:2]1[CH:7]=[C:6]([N:8]2[C:12]3=[N:13][CH:14]=[CH:15][CH:16]=[C:11]3[N:10]=[CH:9]2)[CH:5]=[C:4]([Cl:17])[C:3]=1[CH2:18][C:19]([NH:36][C:33]1[CH:34]=[CH:35][C:30]([CH2:29][N:26]2[CH2:25][CH2:24][N:23]([CH3:22])[CH2:28][CH2:27]2)=[C:31]([C:37]([F:40])([F:39])[F:38])[CH:32]=1)=[O:21], predict the reactants needed to synthesize it. The reactants are: [Cl:1][C:2]1[CH:7]=[C:6]([N:8]2[C:12]3=[N:13][CH:14]=[CH:15][CH:16]=[C:11]3[N:10]=[CH:9]2)[CH:5]=[C:4]([Cl:17])[C:3]=1[CH2:18][C:19]([OH:21])=O.[CH3:22][N:23]1[CH2:28][CH2:27][N:26]([CH2:29][C:30]2[CH:35]=[CH:34][C:33]([NH2:36])=[CH:32][C:31]=2[C:37]([F:40])([F:39])[F:38])[CH2:25][CH2:24]1.